From a dataset of Full USPTO retrosynthesis dataset with 1.9M reactions from patents (1976-2016). Predict the reactants needed to synthesize the given product. (1) Given the product [CH2:35]([NH:37][C:28]([C:23]1[CH:22]=[CH:21][C:20]2[C:25](=[CH:26][CH:27]=[C:18]([C:6]3[C:5]4[C:9](=[CH:10][CH:11]=[C:3]([C:1]#[N:2])[CH:4]=4)[N:8]([CH:12]4[CH2:17][CH2:16][CH2:15][CH2:14][O:13]4)[N:7]=3)[CH:19]=2)[CH:24]=1)=[O:29])[CH3:34], predict the reactants needed to synthesize it. The reactants are: [C:1]([C:3]1[CH:4]=[C:5]2[C:9](=[CH:10][CH:11]=1)[N:8]([CH:12]1[CH2:17][CH2:16][CH2:15][CH2:14][O:13]1)[N:7]=[C:6]2[C:18]1[CH:19]=[C:20]2[C:25](=[CH:26][CH:27]=1)[CH:24]=[C:23]([C:28](O)=[O:29])[CH:22]=[CH:21]2)#[N:2].C1C=C[C:34]2N(O)N=[N:37][C:35]=2C=1.CCN=C=NCCCN(C)C.C(N)C. (2) The reactants are: [F:1][C:2]([F:18])([F:17])[C:3]([C:9]1[CH:14]=[CH:13][C:12]([NH:15][CH3:16])=[CH:11][CH:10]=1)([OH:8])[C:4]([F:7])([F:6])[F:5].[C:19]([O:23][CH2:24][CH3:25])(=[O:22])[CH:20]=[CH2:21].C(O)(=O)C. Given the product [OH2:8].[C:3]([OH:8])([C:4]([F:7])([F:6])[F:5])=[O:22].[CH3:16][N:15]([C:12]1[CH:13]=[CH:14][C:9]([C:3]([OH:8])([C:4]([F:6])([F:5])[F:7])[C:2]([F:17])([F:18])[F:1])=[CH:10][CH:11]=1)[CH2:21][CH2:20][C:19]([O:23][CH2:24][CH3:25])=[O:22], predict the reactants needed to synthesize it.